Dataset: Forward reaction prediction with 1.9M reactions from USPTO patents (1976-2016). Task: Predict the product of the given reaction. Given the reactants [CH2:1]([O:3][C:4]([C:6]1[N:7]=[N:8][NH:9][C:10]=1[O:11][CH3:12])=[O:5])[CH3:2].[CH3:13]I, predict the reaction product. The product is: [CH2:1]([O:3][C:4]([C:6]1[N:7]=[N:8][N:9]([CH3:13])[C:10]=1[O:11][CH3:12])=[O:5])[CH3:2].[CH2:1]([O:3][C:4]([C:6]1[C:10]([O:11][CH3:12])=[N:9][N:8]([CH3:13])[N:7]=1)=[O:5])[CH3:2].